This data is from Catalyst prediction with 721,799 reactions and 888 catalyst types from USPTO. The task is: Predict which catalyst facilitates the given reaction. (1) Reactant: [CH2:1]([O:3][C:4](=[O:16])[C:5]([CH3:15])([CH3:14])[C:6]1[CH:11]=[CH:10][CH:9]=[C:8]([CH:12]=O)[CH:7]=1)[CH3:2].Cl.[NH2:18]O.C([O-])(=O)C.[Na+]. Product: [CH2:1]([O:3][C:4](=[O:16])[C:5]([CH3:15])([CH3:14])[C:6]1[CH:11]=[CH:10][CH:9]=[C:8]([C:12]#[N:18])[CH:7]=1)[CH3:2]. The catalyst class is: 8. (2) Reactant: [OH:1][C:2]1[CH:3]=[C:4]([CH:7]=[C:8]([O:11][CH3:12])[C:9]=1[OH:10])[CH:5]=[O:6].C([O-])([O-])=O.[K+].[K+].CN(C=O)C.Br[CH2:25][CH2:26]Br. Product: [CH3:12][O:11][C:8]1[C:9]2[O:10][CH2:25][CH2:26][O:1][C:2]=2[CH:3]=[C:4]([CH:5]=[O:6])[CH:7]=1. The catalyst class is: 6. (3) Product: [Br:1][C:2]1[CH:3]=[C:4]2[C:9](=[CH:10][CH:11]=1)[N:8]=[C:7]([CH2:12][CH:13]([CH3:15])[CH3:14])[C:6]([CH2:16][OH:17])=[C:5]2[C:20]1[CH:25]=[CH:24][CH:23]=[CH:22][CH:21]=1. Reactant: [Br:1][C:2]1[CH:3]=[C:4]2[C:9](=[CH:10][CH:11]=1)[N:8]=[C:7]([CH2:12][CH:13]([CH3:15])[CH3:14])[C:6]([C:16](OC)=[O:17])=[C:5]2[C:20]1[CH:25]=[CH:24][CH:23]=[CH:22][CH:21]=1.[H-].C([Al+]CC(C)C)C(C)C.S([O-])([O-])(=O)=O.[Na+].[Na+]. The catalyst class is: 93. (4) Reactant: Br[C:2]1[N:7]=[C:6]([C:8]2[CH:9]=[C:10]([OH:14])[CH:11]=[CH:12][CH:13]=2)[N:5]=[C:4]2[N:15]([C:18]3[CH:23]=[CH:22][CH:21]=[CH:20][CH:19]=3)[N:16]=[CH:17][C:3]=12.[CH3:24][C@@H:25]1[CH2:30][O:29][CH2:28][CH2:27][NH:26]1. Product: [CH3:24][C@@H:25]1[CH2:30][O:29][CH2:28][CH2:27][N:26]1[C:2]1[N:7]=[C:6]([C:8]2[CH:9]=[C:10]([OH:14])[CH:11]=[CH:12][CH:13]=2)[N:5]=[C:4]2[N:15]([C:18]3[CH:23]=[CH:22][CH:21]=[CH:20][CH:19]=3)[N:16]=[CH:17][C:3]=12. The catalyst class is: 8. (5) Reactant: [CH:1]([N:4]1[C:30](=[O:31])[C:29]2[N:12]3[CH2:13][CH2:14][C:15]4[CH:16]=[C:17]([O:27][CH3:28])[C:18]([C:21]5[CH:22]=[N:23][CH:24]=[CH:25][CH:26]=5)=[CH:19][C:20]=4[C:11]3=[C:10]([C:32]3[S:33][CH:34]=[CH:35][CH:36]=3)[C:9]=2[CH2:8][NH:7][CH2:6][CH2:5]1)([CH3:3])[CH3:2].[CH3:37][C:38](OC(C)=O)=[O:39].O.[NH4+].[OH-]. Product: [C:38]([N:7]1[CH2:8][C:9]2[C:10]([C:32]3[S:33][CH:34]=[CH:35][CH:36]=3)=[C:11]3[C:20]4[CH:19]=[C:18]([C:21]5[CH:22]=[N:23][CH:24]=[CH:25][CH:26]=5)[C:17]([O:27][CH3:28])=[CH:16][C:15]=4[CH2:14][CH2:13][N:12]3[C:29]=2[C:30](=[O:31])[N:4]([CH:1]([CH3:3])[CH3:2])[CH2:5][CH2:6]1)(=[O:39])[CH3:37]. The catalyst class is: 383. (6) Reactant: [F:1][C:2]1[CH:7]=[C:6](I)[CH:5]=[CH:4][C:3]=1[CH2:9][N:10]1[C:19]2[CH:18]=[CH:17][CH:16]=[CH:15][C:14]=2[C:13]2=[N:20][N:21]([C:24]3[CH:29]=[CH:28][CH:27]=[CH:26][C:25]=3[F:30])[C:22](=[O:23])[C:12]2=[CH:11]1.[NH:31]1[CH:35]=[CH:34][CH:33]=[N:32]1.CN[C@@H]1CCCC[C@H]1NC.P([O-])([O-])([O-])=O.[K+].[K+].[K+]. Product: [F:30][C:25]1[CH:26]=[CH:27][CH:28]=[CH:29][C:24]=1[N:21]1[C:22](=[O:23])[C:12]2=[CH:11][N:10]([CH2:9][C:3]3[CH:4]=[CH:5][C:6]([N:31]4[CH:35]=[CH:34][CH:33]=[N:32]4)=[CH:7][C:2]=3[F:1])[C:19]3[CH:18]=[CH:17][CH:16]=[CH:15][C:14]=3[C:13]2=[N:20]1. The catalyst class is: 419.